From a dataset of Catalyst prediction with 721,799 reactions and 888 catalyst types from USPTO. Predict which catalyst facilitates the given reaction. (1) Reactant: [NH2:1][CH2:2][CH2:3][O:4][C:5]1[CH:10]=[CH:9][C:8]([C:11]2[N:12]([CH2:24][CH3:25])[C:13]3[C:18]([C:19]=2[C:20]#[N:21])=[CH:17][CH:16]=[C:15]([O:22][CH3:23])[CH:14]=3)=[CH:7][CH:6]=1.[CH2:26]([N:28]=[C:29]=[O:30])[CH3:27]. Product: [C:20]([C:19]1[C:18]2[C:13](=[CH:14][C:15]([O:22][CH3:23])=[CH:16][CH:17]=2)[N:12]([CH2:24][CH3:25])[C:11]=1[C:8]1[CH:9]=[CH:10][C:5]([O:4][CH2:3][CH2:2][NH:1][C:29]([NH:28][CH2:26][CH3:27])=[O:30])=[CH:6][CH:7]=1)#[N:21]. The catalyst class is: 17. (2) Reactant: [CH3:1][N:2]1[CH2:7][CH2:6][N:5]([C:8]2[CH:9]=[C:10]([C:14](=[O:16])[CH3:15])[CH:11]=[CH:12][CH:13]=2)[CH2:4][CH2:3]1.[CH:17]([C:19]1[N:24]=[C:23](/[CH:25]=[CH:26]/[C:27]([O:29][C:30]([CH3:33])([CH3:32])[CH3:31])=[O:28])[CH:22]=[CH:21][CH:20]=1)=O.[OH-].[K+]. Product: [CH3:1][N:2]1[CH2:7][CH2:6][N:5]([C:8]2[CH:9]=[C:10]([C:14](=[O:16])/[CH:15]=[CH:17]/[C:19]3[N:24]=[C:23](/[CH:25]=[CH:26]/[C:27]([O:29][C:30]([CH3:33])([CH3:32])[CH3:31])=[O:28])[CH:22]=[CH:21][CH:20]=3)[CH:11]=[CH:12][CH:13]=2)[CH2:4][CH2:3]1. The catalyst class is: 1. (3) Reactant: [CH3:1][S:2]([C:5]1[CH:10]=[CH:9][C:8]([CH:11]([CH2:16][CH:17]2[CH2:21][CH2:20][O:19][CH2:18]2)[C:12]([O:14]C)=[O:13])=[CH:7][CH:6]=1)(=[O:4])=[O:3].[OH-].[Na+].Cl. Product: [CH3:1][S:2]([C:5]1[CH:6]=[CH:7][C:8]([CH:11]([CH2:16][CH:17]2[CH2:21][CH2:20][O:19][CH2:18]2)[C:12]([OH:14])=[O:13])=[CH:9][CH:10]=1)(=[O:4])=[O:3]. The catalyst class is: 5. (4) Reactant: [Cl:1][C:2]1[CH:7]=[CH:6][N:5]=[C:4]2[NH:8][C:9]([CH:11]3[CH2:16][CH2:15][N:14]([C:17]([O:19][C:20]([CH3:23])([CH3:22])[CH3:21])=[O:18])[CH2:13][CH2:12]3)=[CH:10][C:3]=12.[I:24]N1C(=O)CCC1=O. Product: [Cl:1][C:2]1[CH:7]=[CH:6][N:5]=[C:4]2[NH:8][C:9]([CH:11]3[CH2:16][CH2:15][N:14]([C:17]([O:19][C:20]([CH3:23])([CH3:22])[CH3:21])=[O:18])[CH2:13][CH2:12]3)=[C:10]([I:24])[C:3]=12. The catalyst class is: 10. (5) Reactant: [OH:1][C:2]1[CH:3]=[C:4]([CH:8]=[CH:9][CH:10]=1)[C:5]([OH:7])=[O:6].[I:11]Cl. Product: [OH:1][C:2]1[CH:3]=[C:4]([CH:8]=[CH:9][C:10]=1[I:11])[C:5]([OH:7])=[O:6]. The catalyst class is: 15. (6) Reactant: [F:1][C:2]1[CH:7]=[CH:6][C:5]([CH2:8][CH:9]([C:13]2[CH:18]=[CH:17][C:16]([S:19]([CH3:22])(=[O:21])=[O:20])=[CH:15][CH:14]=2)[C:10]([OH:12])=O)=[CH:4][CH:3]=1.[CH3:23][C:24]1[C:29]2[N:30]=[C:31]([NH2:33])[O:32][C:28]=2[CH:27]=[CH:26][CH:25]=1.CCN=C=NCCCN(C)C.Cl. Product: [F:1][C:2]1[CH:3]=[CH:4][C:5]([CH2:8][CH:9]([C:13]2[CH:14]=[CH:15][C:16]([S:19]([CH3:22])(=[O:20])=[O:21])=[CH:17][CH:18]=2)[C:10]([NH:33][C:31]2[O:32][C:28]3[CH:27]=[CH:26][CH:25]=[C:24]([CH3:23])[C:29]=3[N:30]=2)=[O:12])=[CH:6][CH:7]=1. The catalyst class is: 79. (7) Reactant: Br[C:2]1[CH:11]=[C:10]2[C:5]([N:6]=[CH:7][CH:8]=[N:9]2)=[C:4]([C:12]([NH:14][CH2:15][C:16]([OH:18])=[O:17])=[O:13])[C:3]=1[OH:19].[C:20]1(B(O)O)[CH:25]=[CH:24][CH:23]=[CH:22][CH:21]=1.C(=O)([O-])[O-].[K+].[K+]. Product: [OH:19][C:3]1[C:4]([C:12]([NH:14][CH2:15][C:16]([OH:18])=[O:17])=[O:13])=[C:5]2[C:10](=[CH:11][C:2]=1[C:20]1[CH:25]=[CH:24][CH:23]=[CH:22][CH:21]=1)[N:9]=[CH:8][CH:7]=[N:6]2. The catalyst class is: 70.